This data is from Catalyst prediction with 721,799 reactions and 888 catalyst types from USPTO. The task is: Predict which catalyst facilitates the given reaction. (1) Reactant: [CH3:1][O:2][C:3]1[CH:4]=[C:5]([OH:13])[C:6](=[CH:11][CH:12]=1)[C:7]([O:9][CH3:10])=[O:8].[N+:14]([O-])([OH:16])=[O:15].O. Product: [OH:13][C:5]1[C:4]([N+:14]([O-:16])=[O:15])=[C:3]([O:2][CH3:1])[CH:12]=[CH:11][C:6]=1[C:7]([O:9][CH3:10])=[O:8]. The catalyst class is: 15. (2) Reactant: [CH:1]([N:4]1[C:8]([C:9]2[N:18]=[C:17]3[N:11]([CH2:12][CH2:13][O:14][C:15]4[CH:22]=[C:21]([C:23]5[CH2:28][CH2:27][NH:26][CH2:25][C:24]=5[C:29]([NH2:31])=[O:30])[CH:20]=[CH:19][C:16]=43)[CH:10]=2)=[N:7][CH:6]=[N:5]1)([CH3:3])[CH3:2].C=O.[C:34](O[BH-](OC(=O)C)OC(=O)C)(=O)C.[Na+].C(O)(=O)C.C(=O)([O-])O.[Na+]. Product: [CH:1]([N:4]1[C:8]([C:9]2[N:18]=[C:17]3[C:16]4[CH:19]=[CH:20][C:21]([C:23]5[CH2:28][CH2:27][N:26]([CH3:34])[CH2:25][C:24]=5[C:29]([NH2:31])=[O:30])=[CH:22][C:15]=4[O:14][CH2:13][CH2:12][N:11]3[CH:10]=2)=[N:7][CH:6]=[N:5]1)([CH3:3])[CH3:2]. The catalyst class is: 61. (3) Reactant: [Br:1][C:2]1[CH:3]=[N:4][C:5]([NH2:8])=[N:6][CH:7]=1.Cl[CH2:10][CH:11]=O. Product: [Br:1][C:2]1[CH:3]=[N:4][C:5]2[N:6]([CH:10]=[CH:11][N:8]=2)[CH:7]=1. The catalyst class is: 662. (4) Reactant: [C:1]([C:4]1[C:22](=[O:23])[C@@:8]2([CH3:24])[C:9]3[C:15]([OH:16])=[CH:14][C:13]([O:17][CH3:18])=[C:12]([C:19]([NH2:21])=[O:20])[C:10]=3[O:11][C:7]2=[CH:6][C:5]=1[OH:25])(=[O:3])[CH3:2].[CH:26]([O:29][C:30]1[CH:39]=[CH:38][C:37]2[C:32](=[CH:33][CH:34]=[CH:35][CH:36]=2)[C:31]=1[CH:40]=O)([CH3:28])[CH3:27].C([SiH](CC)CC)C.FC(F)(F)C(O)=O. Product: [C:1]([C:4]1[C:22](=[O:23])[C@@:8]2([CH3:24])[C:9]3[C:15]([OH:16])=[CH:14][C:13]([O:17][CH3:18])=[C:12]([C:19]([NH:21][CH2:40][C:31]4[C:32]5[C:37](=[CH:36][CH:35]=[CH:34][CH:33]=5)[CH:38]=[CH:39][C:30]=4[O:29][CH:26]([CH3:28])[CH3:27])=[O:20])[C:10]=3[O:11][C:7]2=[CH:6][C:5]=1[OH:25])(=[O:3])[CH3:2]. The catalyst class is: 10.